From a dataset of Full USPTO retrosynthesis dataset with 1.9M reactions from patents (1976-2016). Predict the reactants needed to synthesize the given product. (1) The reactants are: C(=O)([O-])[O-].[K+].[K+].[CH2:7]([OH:10])[CH2:8][OH:9].[Cl:11][C:12]1[N:17]=[C:16](S(C)(=O)=O)[CH:15]=[CH:14][N:13]=1. Given the product [Cl:11][C:12]1[N:17]=[C:16]([O:9][CH2:8][CH2:7][OH:10])[CH:15]=[CH:14][N:13]=1, predict the reactants needed to synthesize it. (2) Given the product [F:1][C:2]1[CH:27]=[CH:26][CH:25]=[CH:24][C:3]=1[CH2:4][N:5]1[C:9]2=[N:10][CH:11]=[CH:12][CH:13]=[C:8]2[C:7]([C:14]2[N:15]=[C:16]([NH2:23])[C:17]3[C:18](=[N:20][N:21]([CH3:28])[N:22]=3)[N:19]=2)=[N:6]1, predict the reactants needed to synthesize it. The reactants are: [F:1][C:2]1[CH:27]=[CH:26][CH:25]=[CH:24][C:3]=1[CH2:4][N:5]1[C:9]2=[N:10][CH:11]=[CH:12][CH:13]=[C:8]2[C:7]([C:14]2[N:15]=[C:16]([NH2:23])[C:17]3[N:22]=[N:21][NH:20][C:18]=3[N:19]=2)=[N:6]1.[CH3:28]CN(P1(N(C)CCCN1C)=NC(C)(C)C)CC.IC. (3) Given the product [Cl:42][C:28]1[CH:27]=[C:26]([NH:25][C:23]2[C:24]3[N:16]([CH2:15][CH2:14][O:13][CH2:12][CH2:11][OH:10])[CH:17]=[CH:18][C:19]=3[N:20]=[CH:21][N:22]=2)[CH:41]=[CH:40][C:29]=1[O:30][C:31]1[CH:32]=[C:33]([CH:37]=[CH:38][CH:39]=1)[C:34]([NH:48][C:43]([CH3:45])([CH3:44])[CH2:46][CH3:47])=[O:35], predict the reactants needed to synthesize it. The reactants are: Cl.C([O:10][CH2:11][CH2:12][O:13][CH2:14][CH2:15][N:16]1[C:24]2[C:23]([NH:25][C:26]3[CH:41]=[CH:40][C:29]([O:30][C:31]4[CH:32]=[C:33]([CH:37]=[CH:38][CH:39]=4)[C:34](O)=[O:35])=[C:28]([Cl:42])[CH:27]=3)=[N:22][CH:21]=[N:20][C:19]=2[CH:18]=[CH:17]1)(=O)C1C=CC=CC=1.[C:43]([NH2:48])([CH2:46][CH3:47])([CH3:45])[CH3:44].Cl.C(N=C=NCCCN(C)C)C.ON1C2C=CC=CC=2N=N1.[OH-].[Na+]. (4) Given the product [NH:62]1[C:61]([C:57]2[CH:56]=[C:55]3[C:60](=[CH:59][CH:58]=2)[NH:52][N:53]=[C:54]3[C:18]2[CH:19]=[C:14]([CH:15]=[CH:16][CH:17]=2)[O:93][CH2:97][CH2:96][NH:39][C:37]([O:29][CH2:22][C:23]2[CH:24]=[CH:25][CH:26]=[CH:27][CH:28]=2)=[O:36])=[N:65][CH:64]=[N:63]1, predict the reactants needed to synthesize it. The reactants are: [C:14]1(P([C:14]2[CH:19]=[CH:18][CH:17]=[CH:16][CH:15]=2)[C:14]2[CH:19]=[CH:18][CH:17]=[CH:16][CH:15]=2)[CH:19]=[CH:18][CH:17]=[CH:16][CH:15]=1.C(=[C:22]([O:29]NC(O)C)[C:23]1[CH:28]=[CH:27][CH:26]=[CH:25][CH:24]=1)=O.CC[O:36][C:37](/[N:39]=N/C(OCC)=O)=O.O1CCCCC1[N:52]1[C:60]2[C:55](=[CH:56][C:57]([C:61]3[N:65]=[CH:64][N:63](C(C4C=CC=CC=4)(C4C=CC=CC=4)C4C=CC=CC=4)[N:62]=3)=[CH:58][CH:59]=2)[C:54](C2C=C(O)C=CC=2)=[N:53]1.Cl.[O:93]1[CH2:97][CH2:96]CC1. (5) Given the product [CH:19]1([C:17]2[O:16][N:15]=[C:14]([CH2:13][NH:11][C:8]34[CH2:10][CH:4]5[CH2:5][CH:6]([CH2:1][CH:2]([CH2:3]5)[CH2:9]3)[CH2:7]4)[N:18]=2)[CH2:20][CH2:21][CH2:22][CH2:23]1, predict the reactants needed to synthesize it. The reactants are: [CH2:1]1[CH:6]2[CH2:7][C:8]3([NH2:11])[CH2:10][CH:4]([CH2:5]2)[CH2:3][CH:2]1[CH2:9]3.Cl[CH2:13][C:14]1[N:18]=[C:17]([CH:19]2[CH2:23][CH2:22][CH2:21][CH2:20]2)[O:16][N:15]=1. (6) Given the product [CH:21]1([C@H:4]2[C@H:3]([CH3:24])[C@@H:2]([NH:1][C:26]3[CH:31]=[CH:30][CH:29]=[CH:28][CH:27]=3)[C:11]3[C:6](=[CH:7][CH:8]=[C:9]([C:12]4[CH:13]=[N:14][N:15]([CH3:17])[CH:16]=4)[CH:10]=3)[N:5]2[C:18](=[O:20])[CH3:19])[CH2:23][CH2:22]1, predict the reactants needed to synthesize it. The reactants are: [NH2:1][C@H:2]1[C:11]2[C:6](=[CH:7][CH:8]=[C:9]([C:12]3[CH:13]=[N:14][N:15]([CH3:17])[CH:16]=3)[CH:10]=2)[N:5]([C:18](=[O:20])[CH3:19])[C@@H:4]([CH:21]2[CH2:23][CH2:22]2)[C@@H:3]1[CH3:24].Br[C:26]1[CH:31]=[CH:30][CH:29]=[CH:28][CH:27]=1.CN(C1C(C2C(P(C3CCCCC3)C3CCCCC3)=CC=CC=2)=CC=CC=1)C.CC(C)([O-])C.[Na+].